Dataset: Human Reference Interactome with 51,813 positive PPI pairs across 8,248 proteins, plus equal number of experimentally-validated negative pairs. Task: Binary Classification. Given two protein amino acid sequences, predict whether they physically interact or not. Protein 1 (ENSG00000091140) has sequence MQSWSRVYCSLAKRGHFNRISHGLQGLSAVPLRTYADQPIDADVTVIGSGPGGYVAAIKAAQLGFKTVCIEKNETLGGTCLNVGCIPSKALLNNSHYYHMAHGKDFASRGIEMSEVRLNLDKMMEQKSTAVKALTGGIAHLFKQNKVVHVNGYGKITGKNQVTATKADGGTQVIDTKNILIATGSEVTPFPGITIDEDTIVSSTGALSLKKVPEKMVVIGAGVIGVELGSVWQRLGADVTAVEFLGHVGGVGIDMEISKNFQRILQKQGFKFKLNTKVTGATKKSDGKIDVSIEAASGGK.... Protein 2 (ENSG00000139211) has sequence MSLRVHTLPTLLGAVVRPGCRELLCLLMITVTVGPGASGVCPTACICATDIVSCTNKNLSKVPGNLFRLIKRLDLSYNRIGLLDSEWIPVSFAKLNTLILRHNNITSISTGSFSTTPNLKCLDLSSNKLKTVKNAVFQELKVLEVLLLYNNHISYLDPSAFGGLSQLQKLYLSGNFLTQFPMDLYVGRFKLAELMFLDVSYNRIPSMPMHHINLVPGKQLRGIYLHGNPFVCDCSLYSLLVFWYRRHFSSVMDFKNDYTCRLWSDSRHSRQVLLLQDSFMNCSDSIINGSFRALGFIHEA.... Result: 0 (the proteins do not interact).